Dataset: Human liver microsome stability data. Task: Regression/Classification. Given a drug SMILES string, predict its absorption, distribution, metabolism, or excretion properties. Task type varies by dataset: regression for continuous measurements (e.g., permeability, clearance, half-life) or binary classification for categorical outcomes (e.g., BBB penetration, CYP inhibition). Dataset: hlm. (1) The drug is CN1CCN(Cc2ccc(C(c3nnnn3Cc3ccccc3)N3CCCN(C4CCC4)CC3)cc2)CC1. The result is 0 (unstable in human liver microsomes). (2) The result is 1 (stable in human liver microsomes). The drug is COc1nc2ccc(Br)cc2cc1[C@@H](c1cncc(C)c1)[C@@](O)(CCN(C)C)c1cccc(F)c1. (3) The result is 0 (unstable in human liver microsomes). The drug is COc1ccc(-c2cc(-c3ccc(S(=O)(=O)NC4CC4)cc3)cnc2N)cn1. (4) The drug is CS(=O)(=O)Nc1ccc2c(c1)S(=O)(=O)NC(C1=C(O)[C@@H]3C4CCC(CC4)[C@@H]3N(Cc3ccc(Cl)cc3)C1=O)=N2. The result is 0 (unstable in human liver microsomes). (5) The drug is O=C(CN1CCC(N2C(=O)OCc3ccc(F)cc32)CC1)Nc1ccc(C2CCCCC2)cc1. The result is 0 (unstable in human liver microsomes). (6) The drug is CO[C@H]1CC[C@H](n2nc(Oc3cc(C(F)(F)F)ccn3)c3c(N)ncnc32)CC1. The result is 0 (unstable in human liver microsomes).